Regression. Given two drug SMILES strings and cell line genomic features, predict the synergy score measuring deviation from expected non-interaction effect. From a dataset of NCI-60 drug combinations with 297,098 pairs across 59 cell lines. (1) Drug 1: C1=NC2=C(N=C(N=C2N1C3C(C(C(O3)CO)O)O)F)N. Drug 2: C#CCC(CC1=CN=C2C(=N1)C(=NC(=N2)N)N)C3=CC=C(C=C3)C(=O)NC(CCC(=O)O)C(=O)O. Cell line: NCI-H322M. Synergy scores: CSS=47.0, Synergy_ZIP=2.10, Synergy_Bliss=-2.81, Synergy_Loewe=-22.9, Synergy_HSA=-3.44. (2) Drug 1: CS(=O)(=O)C1=CC(=C(C=C1)C(=O)NC2=CC(=C(C=C2)Cl)C3=CC=CC=N3)Cl. Drug 2: C1=CC(=CC=C1CCC2=CNC3=C2C(=O)NC(=N3)N)C(=O)NC(CCC(=O)O)C(=O)O. Cell line: RXF 393. Synergy scores: CSS=25.5, Synergy_ZIP=-1.49, Synergy_Bliss=3.78, Synergy_Loewe=6.41, Synergy_HSA=7.35. (3) Drug 1: CC12CCC(CC1=CCC3C2CCC4(C3CC=C4C5=CN=CC=C5)C)O. Drug 2: CCCCC(=O)OCC(=O)C1(CC(C2=C(C1)C(=C3C(=C2O)C(=O)C4=C(C3=O)C=CC=C4OC)O)OC5CC(C(C(O5)C)O)NC(=O)C(F)(F)F)O. Cell line: MCF7. Synergy scores: CSS=17.4, Synergy_ZIP=1.24, Synergy_Bliss=5.79, Synergy_Loewe=5.90, Synergy_HSA=5.44. (4) Drug 2: CC=C1C(=O)NC(C(=O)OC2CC(=O)NC(C(=O)NC(CSSCCC=C2)C(=O)N1)C(C)C)C(C)C. Drug 1: COC1=C(C=C2C(=C1)N=CN=C2NC3=CC(=C(C=C3)F)Cl)OCCCN4CCOCC4. Cell line: OVCAR3. Synergy scores: CSS=52.3, Synergy_ZIP=-3.14, Synergy_Bliss=-0.497, Synergy_Loewe=-0.706, Synergy_HSA=2.17. (5) Drug 1: CN(C)N=NC1=C(NC=N1)C(=O)N. Drug 2: C(CCl)NC(=O)N(CCCl)N=O. Cell line: HOP-92. Synergy scores: CSS=8.58, Synergy_ZIP=-3.58, Synergy_Bliss=-3.74, Synergy_Loewe=-8.93, Synergy_HSA=-3.80. (6) Drug 1: C1=CC(=CC=C1C#N)C(C2=CC=C(C=C2)C#N)N3C=NC=N3. Drug 2: C1=NC2=C(N=C(N=C2N1C3C(C(C(O3)CO)O)F)Cl)N. Cell line: SF-539. Synergy scores: CSS=0.546, Synergy_ZIP=-1.06, Synergy_Bliss=-2.20, Synergy_Loewe=-2.96, Synergy_HSA=-3.01. (7) Drug 1: CN(CC1=CN=C2C(=N1)C(=NC(=N2)N)N)C3=CC=C(C=C3)C(=O)NC(CCC(=O)O)C(=O)O. Drug 2: C1CN1P(=S)(N2CC2)N3CC3. Cell line: PC-3. Synergy scores: CSS=41.8, Synergy_ZIP=1.32, Synergy_Bliss=-2.37, Synergy_Loewe=-3.79, Synergy_HSA=-3.30. (8) Drug 1: C1CCN(CC1)CCOC2=CC=C(C=C2)C(=O)C3=C(SC4=C3C=CC(=C4)O)C5=CC=C(C=C5)O. Drug 2: C1=CC(=CC=C1CCC2=CNC3=C2C(=O)NC(=N3)N)C(=O)NC(CCC(=O)O)C(=O)O. Cell line: OVCAR-8. Synergy scores: CSS=24.1, Synergy_ZIP=-2.40, Synergy_Bliss=-5.27, Synergy_Loewe=-16.7, Synergy_HSA=-4.58. (9) Drug 1: CN(C)C1=NC(=NC(=N1)N(C)C)N(C)C. Drug 2: C1CN(CCN1C(=O)CCBr)C(=O)CCBr. Cell line: SF-295. Synergy scores: CSS=19.6, Synergy_ZIP=-4.27, Synergy_Bliss=-4.18, Synergy_Loewe=-13.7, Synergy_HSA=-0.996. (10) Drug 2: CC1C(C(CC(O1)OC2CC(CC3=C2C(=C4C(=C3O)C(=O)C5=C(C4=O)C(=CC=C5)OC)O)(C(=O)CO)O)N)O.Cl. Cell line: HOP-62. Synergy scores: CSS=38.2, Synergy_ZIP=0.934, Synergy_Bliss=-0.202, Synergy_Loewe=-2.02, Synergy_HSA=-1.52. Drug 1: C1CCN(CC1)CCOC2=CC=C(C=C2)C(=O)C3=C(SC4=C3C=CC(=C4)O)C5=CC=C(C=C5)O.